Dataset: Catalyst prediction with 721,799 reactions and 888 catalyst types from USPTO. Task: Predict which catalyst facilitates the given reaction. (1) Reactant: C(OC(=O)[NH:7][C:8]1[CH:13]=[C:12]([F:14])[CH:11]=[CH:10][C:9]=1[C:15]1[CH:24]=[CH:23][C:22]2[C:17](=[CH:18][CH:19]=[C:20]([OH:25])[CH:21]=2)[C:16]=1[C:26](=O)[C:27]1[CH:32]=[CH:31][C:30]([O:33][CH2:34][CH2:35][N:36]2[CH2:41][CH2:40][CH2:39][CH2:38][CH2:37]2)=[CH:29][CH:28]=1)(C)(C)C.C1(OC)C=CC=CC=1.FC(F)(F)C(O)=O.[BH4-].[Na+].C([BH3-])#N.[Na+]. Product: [F:14][C:12]1[CH:11]=[CH:10][C:9]2[C:15]3[CH:24]=[CH:23][C:22]4[CH:21]=[C:20]([OH:25])[CH:19]=[CH:18][C:17]=4[C:16]=3[CH:26]([C:27]3[CH:32]=[CH:31][C:30]([O:33][CH2:34][CH2:35][N:36]4[CH2:37][CH2:38][CH2:39][CH2:40][CH2:41]4)=[CH:29][CH:28]=3)[NH:7][C:8]=2[CH:13]=1. The catalyst class is: 4. (2) Reactant: [CH3:1][C:2]1([CH3:17])[C:10]2[C:5](=[CH:6][C:7]([N+:11]([O-:13])=[O:12])=[CH:8][CH:9]=2)[N:4](C(=O)C)[CH2:3]1.Cl. Product: [CH3:1][C:2]1([CH3:17])[C:10]2[C:5](=[CH:6][C:7]([N+:11]([O-:13])=[O:12])=[CH:8][CH:9]=2)[NH:4][CH2:3]1. The catalyst class is: 14. (3) Reactant: [CH3:1][C:2]1[CH:7]=[CH:6][C:5]([C:8]2[O:9][C:10]([CH3:13])=[N:11][N:12]=2)=[CH:4][C:3]=1[C:14]1[CH:19]=[CH:18][C:17]([C:20](O)=[O:21])=[CH:16][CH:15]=1.C1[CH:24]=[CH:25][C:26]2N(O)N=[N:29][C:27]=2[CH:28]=1.Cl.CN(C)CCCN=C=NCC.C1(C(N)C)CC1. Product: [CH:26]1([CH:27]([NH:29][C:20]([C:17]2[CH:18]=[CH:19][C:14]([C:3]3[CH:4]=[C:5]([C:8]4[O:9][C:10]([CH3:13])=[N:11][N:12]=4)[CH:6]=[CH:7][C:2]=3[CH3:1])=[CH:15][CH:16]=2)=[O:21])[CH3:28])[CH2:25][CH2:24]1. The catalyst class is: 3.